Dataset: Full USPTO retrosynthesis dataset with 1.9M reactions from patents (1976-2016). Task: Predict the reactants needed to synthesize the given product. (1) Given the product [OH:1][C:2]1[CH:11]=[C:10]2[C:5]([C:6]([NH:12][CH:13]([CH3:15])[CH3:14])=[N:7][CH:8]=[N:9]2)=[CH:4][C:3]=1[C:16]#[N:28], predict the reactants needed to synthesize it. The reactants are: [OH:1][C:2]1[CH:11]=[C:10]2[C:5]([C:6]([NH:12][CH:13]([CH3:15])[CH3:14])=[N:7][CH:8]=[N:9]2)=[CH:4][C:3]=1[CH:16]=O.C(O)(=O)C.C([O-])(=O)C.[Na+].Cl.[NH2:28]O. (2) Given the product [Cl:27][C:28]1[CH:29]=[C:30]([CH:34]=[CH:35][C:36]=1[C:37]#[N:38])[C:31]([NH:1][CH2:2][CH:3]([CH:24]([CH3:26])[CH3:25])[CH2:4][C:5]([NH:7][C:8]1[CH:9]=[C:10]2[C:15](=[CH:16][CH:17]=1)[N:14]([CH2:18][CH3:19])[C:13](=[O:20])[N:12]([CH2:21][CH3:22])[C:11]2=[O:23])=[O:6])=[O:32], predict the reactants needed to synthesize it. The reactants are: [NH2:1][CH2:2][CH:3]([CH:24]([CH3:26])[CH3:25])[CH2:4][C:5]([NH:7][C:8]1[CH:9]=[C:10]2[C:15](=[CH:16][CH:17]=1)[N:14]([CH2:18][CH3:19])[C:13](=[O:20])[N:12]([CH2:21][CH3:22])[C:11]2=[O:23])=[O:6].[Cl:27][C:28]1[CH:29]=[C:30]([CH:34]=[CH:35][C:36]=1[C:37]#[N:38])[C:31](O)=[O:32].CCN(C(C)C)C(C)C.C(P1(=O)OP(CCC)(=O)OP(CCC)(=O)O1)CC. (3) Given the product [Cl:10][C:11]1[CH:12]=[CH:13][C:14]([OH:20])=[C:15]([C:16]([N:2]2[CH2:3][C:4]3[C:9](=[CH:8][CH:7]=[CH:6][CH:5]=3)[CH2:1]2)=[O:17])[CH:19]=1, predict the reactants needed to synthesize it. The reactants are: [CH2:1]1[C:9]2[C:4](=[CH:5][CH:6]=[CH:7][CH:8]=2)[CH2:3][NH:2]1.[Cl:10][C:11]1[CH:19]=[C:15]([C:16](O)=[O:17])[C:14]([OH:20])=[CH:13][CH:12]=1.C(N(C(C)C)CC)(C)C.C([O-])(O)=O.[Na+]. (4) Given the product [F:24][C:2]([F:1])([F:25])[C:3]1[CH:4]=[C:5]([CH:17]=[C:18]([C:20]([F:21])([F:23])[F:22])[CH:19]=1)[C:6]([N:8]1[CH2:13][CH2:12][CH2:11][CH:10]([C:14]([NH:35][C:34]2[CH:33]=[CH:32][C:29]([O:30][CH3:31])=[C:28]([Cl:47])[CH:27]=2)=[O:15])[CH2:9]1)=[O:7], predict the reactants needed to synthesize it. The reactants are: [F:1][C:2]([F:25])([F:24])[C:3]1[CH:4]=[C:5]([CH:17]=[C:18]([C:20]([F:23])([F:22])[F:21])[CH:19]=1)[C:6]([N:8]1[CH2:13][CH2:12][CH2:11][CH:10]([C:14](O)=[O:15])[CH2:9]1)=[O:7].Cl[C:27]1[CH:28]=[C:29]([CH:32]=[CH:33][C:34]=1[NH2:35])[O:30][CH3:31].O.ON1C2C=CC=CC=2N=N1.[ClH:47].CN(C)CCCN=C=NCC.C(N(CC)C(C)C)(C)C. (5) Given the product [F:22][C:10]1[CH:9]=[C:8]([C:5]2[CH:4]=[CH:3][C:2]([S:25]([CH3:24])(=[O:27])=[O:26])=[CH:7][N:6]=2)[CH:13]=[CH:12][C:11]=1[O:14][CH2:15][C:16]1[CH:21]=[CH:20][CH:19]=[CH:18][CH:17]=1, predict the reactants needed to synthesize it. The reactants are: Br[C:2]1[CH:3]=[CH:4][C:5]([C:8]2[CH:13]=[CH:12][C:11]([O:14][CH2:15][C:16]3[CH:21]=[CH:20][CH:19]=[CH:18][CH:17]=3)=[C:10]([F:22])[CH:9]=2)=[N:6][CH:7]=1.[Na+].[CH3:24][S:25]([O-:27])=[O:26].[OH-].[Na+].O.